Dataset: Full USPTO retrosynthesis dataset with 1.9M reactions from patents (1976-2016). Task: Predict the reactants needed to synthesize the given product. (1) Given the product [Cl:21][C:19]1[CH:18]=[C:14]([CH2:15][OH:16])[CH:13]=[N:12][C:11]=1[O:7][C:1]1[CH:6]=[CH:5][CH:4]=[CH:3][CH:2]=1, predict the reactants needed to synthesize it. The reactants are: [C:1]1([OH:7])[CH:6]=[CH:5][CH:4]=[CH:3][CH:2]=1.[H-].[Na+].Cl[C:11]1[CH:19]=[CH:18][C:14]([C:15](O)=[O:16])=[C:13](Cl)[N:12]=1.[ClH:21]. (2) Given the product [Cl:1][C:2]1[CH:3]=[C:4]([C:5]2[O:7][N:46]=[C:27]([C:28]3[CH:29]=[CH:30][CH:31]=[C:32]4[C:36]=3[NH:35][CH:34]=[C:33]4[CH2:37][CH2:38][CH2:39][CH2:40][C:41]([O:43][CH2:44][CH3:45])=[O:42])[N:26]=2)[CH:8]=[CH:9][C:10]=1[O:11][CH:12]([CH3:14])[CH3:13], predict the reactants needed to synthesize it. The reactants are: [Cl:1][C:2]1[CH:3]=[C:4]([CH:8]=[CH:9][C:10]=1[O:11][CH:12]([CH3:14])[CH3:13])[C:5]([OH:7])=O.C1C=CC2N(O)N=NC=2C=1.O[NH:26]/[C:27](=[N:46]/[H])/[C:28]1[CH:29]=[CH:30][CH:31]=[C:32]2[C:36]=1[NH:35][CH:34]=[C:33]2[CH2:37][CH2:38][CH2:39][CH2:40][C:41]([O:43][CH2:44][CH3:45])=[O:42].CCCC[N+](CCCC)(CCCC)CCCC.[F-]. (3) Given the product [Br:1][C:2]1[C:3]([F:12])=[C:4]([C:9](=[O:11])[CH3:10])[C:5]([F:8])=[CH:6][CH:7]=1, predict the reactants needed to synthesize it. The reactants are: [Br:1][C:2]1[C:3]([F:12])=[C:4]([CH:9]([OH:11])[CH3:10])[C:5]([F:8])=[CH:6][CH:7]=1. (4) Given the product [CH2:23]([N:13]([CH2:11][CH3:12])[C:14]1[CH:21]=[CH:20][C:17]([C:18]2[NH:1][N:2]=[C:3]([C:5]3[CH:10]=[CH:9][CH:8]=[CH:7][N:6]=3)[N:4]=2)=[C:16]([OH:22])[CH:15]=1)[CH3:24], predict the reactants needed to synthesize it. The reactants are: [NH2:1][NH:2][C:3]([C:5]1[CH:10]=[CH:9][CH:8]=[CH:7][N:6]=1)=[NH:4].[CH2:11]([N:13]([CH2:23][CH3:24])[C:14]1[CH:21]=[CH:20][C:17]([CH:18]=O)=[C:16]([OH:22])[CH:15]=1)[CH3:12]. (5) Given the product [Cl:36][C:37]1[C:38]([F:46])=[C:39]([CH:43]=[CH:44][CH:45]=1)[C:40]([N:11]1[CH2:10][CH2:9][N:8]([C:1]([O:3][C:4]([CH3:7])([CH3:6])[CH3:5])=[O:2])[CH2:13][CH2:12]1)=[O:41], predict the reactants needed to synthesize it. The reactants are: [C:1]([N:8]1[CH2:13][CH2:12][NH:11][CH2:10][CH2:9]1)([O:3][C:4]([CH3:7])([CH3:6])[CH3:5])=[O:2].Cl.CN(C)CCCN=C=NCC.ON1C2C=CC=CC=2N=N1.[Cl:36][C:37]1[C:38]([F:46])=[C:39]([CH:43]=[CH:44][CH:45]=1)[C:40](O)=[O:41]. (6) Given the product [ClH:32].[CH3:31][O:30][C:25]1[CH:26]=[CH:27][CH:28]=[CH:29][C:24]=1[C:22]1[N:21]=[CH:20][N:19]=[C:18]([NH:17][C:15]([NH:14][CH:11]2[CH2:12][CH2:13][NH:8][CH2:9][CH2:10]2)=[O:16])[CH:23]=1, predict the reactants needed to synthesize it. The reactants are: C(OC([N:8]1[CH2:13][CH2:12][CH:11]([NH:14][C:15]([NH:17][C:18]2[CH:23]=[C:22]([C:24]3[CH:29]=[CH:28][CH:27]=[CH:26][C:25]=3[O:30][CH3:31])[N:21]=[CH:20][N:19]=2)=[O:16])[CH2:10][CH2:9]1)=O)(C)(C)C.[Cl:32]CCl. (7) Given the product [CH3:17][C:13]1[CH:14]=[CH:15][CH:16]=[C:11]([N+:8]([O-:10])=[O:9])[C:12]=1[CH:18]=[N:1][OH:2], predict the reactants needed to synthesize it. The reactants are: [N:1](OCCCC)=[O:2].[N+:8]([C:11]1[CH:16]=[CH:15][CH:14]=[C:13]([CH3:17])[C:12]=1[CH3:18])([O-:10])=[O:9].CC(C)([O-])C.[K+].O.